The task is: Regression. Given two drug SMILES strings and cell line genomic features, predict the synergy score measuring deviation from expected non-interaction effect.. This data is from NCI-60 drug combinations with 297,098 pairs across 59 cell lines. Drug 1: C1=CC(=CC=C1CCC2=CNC3=C2C(=O)NC(=N3)N)C(=O)NC(CCC(=O)O)C(=O)O. Drug 2: CC1C(C(=O)NC(C(=O)N2CCCC2C(=O)N(CC(=O)N(C(C(=O)O1)C(C)C)C)C)C(C)C)NC(=O)C3=C4C(=C(C=C3)C)OC5=C(C(=O)C(=C(C5=N4)C(=O)NC6C(OC(=O)C(N(C(=O)CN(C(=O)C7CCCN7C(=O)C(NC6=O)C(C)C)C)C)C(C)C)C)N)C. Cell line: NCI-H322M. Synergy scores: CSS=1.10, Synergy_ZIP=3.82, Synergy_Bliss=3.18, Synergy_Loewe=2.23, Synergy_HSA=2.14.